From a dataset of Reaction yield outcomes from USPTO patents with 853,638 reactions. Predict the reaction yield, written as a fraction of the theoretical maximum amount of product (1.0 means a 100% yield; for example, 0.34 means a 34% yield). (1) The reactants are [Br:1][C:2]1[CH:3]=[C:4]([NH:10][C:11]2[N:16]=[CH:15][C:14](N3CCN(C(OC(C)(C)C)=O)C[C@@H]3C)=[CH:13]C=2)[C:5](=[O:9])[N:6]([CH3:8])[CH:7]=1.[CH3:31][N:32]1CCC2N=C(N)[S:40][C:34]=2[CH2:33]1.BrC1C(=O)N(C)C=C(Br)C=1. No catalyst specified. The product is [Br:1][C:2]1[CH:3]=[C:4]([NH:10][C:11]2[S:40][C:34]3[CH2:33][N:32]([CH3:31])[CH2:13][CH2:14][C:15]=3[N:16]=2)[C:5](=[O:9])[N:6]([CH3:8])[CH:7]=1. The yield is 0.440. (2) The reactants are [CH3:1][N:2]([CH3:18])[CH2:3][CH2:4][N:5]([CH3:17])[C:6](=[O:16])[C:7]1[CH:12]=[CH:11][C:10]([N+:13]([O-])=O)=[CH:9][CH:8]=1. The catalyst is CO.[Pd]. The product is [NH2:13][C:10]1[CH:11]=[CH:12][C:7]([C:6]([N:5]([CH2:4][CH2:3][N:2]([CH3:1])[CH3:18])[CH3:17])=[O:16])=[CH:8][CH:9]=1. The yield is 1.00.